Dataset: Peptide-MHC class I binding affinity with 185,985 pairs from IEDB/IMGT. Task: Regression. Given a peptide amino acid sequence and an MHC pseudo amino acid sequence, predict their binding affinity value. This is MHC class I binding data. (1) The peptide sequence is RPSGPGPEL. The MHC is HLA-B07:02 with pseudo-sequence HLA-B07:02. The binding affinity (normalized) is 0.578. (2) The peptide sequence is ITWYSKNF. The MHC is Mamu-A01 with pseudo-sequence Mamu-A01. The binding affinity (normalized) is 0.112. (3) The peptide sequence is CANGWIQYDK. The MHC is HLA-A03:01 with pseudo-sequence HLA-A03:01. The binding affinity (normalized) is 0.373. (4) The peptide sequence is RALIKTLPRASYSSH. The MHC is HLA-B08:01 with pseudo-sequence HLA-B08:01. The binding affinity (normalized) is 0.165. (5) The peptide sequence is PTWLGAAITL. The MHC is HLA-A02:01 with pseudo-sequence HLA-A02:01. The binding affinity (normalized) is 0.216. (6) The MHC is Mamu-A01 with pseudo-sequence Mamu-A01. The binding affinity (normalized) is 0.787. The peptide sequence is RTPKKAKANL. (7) The peptide sequence is ITSGHSWAY. The MHC is HLA-A26:02 with pseudo-sequence HLA-A26:02. The binding affinity (normalized) is 0.674. (8) The peptide sequence is NSVANRSKQK. The MHC is HLA-A33:01 with pseudo-sequence HLA-A33:01. The binding affinity (normalized) is 0. (9) The peptide sequence is HLAAQGMAY. The MHC is HLA-B44:03 with pseudo-sequence HLA-B44:03. The binding affinity (normalized) is 0. (10) The peptide sequence is SQAFNTPAL. The MHC is HLA-B58:01 with pseudo-sequence HLA-B58:01. The binding affinity (normalized) is 0.0847.